Dataset: Full USPTO retrosynthesis dataset with 1.9M reactions from patents (1976-2016). Task: Predict the reactants needed to synthesize the given product. (1) Given the product [O:38]1[C:42]2([CH2:47][CH2:46][N:45]([C:21]3[N:20]=[C:19]([O:18][C:11]4[C:12]5[C:17](=[CH:16][CH:15]=[CH:14][CH:13]=5)[C:8]([NH:7][C:5](=[O:6])[C:4]5[CH:29]=[C:30]([N:32]6[CH2:37][CH2:36][O:35][CH2:34][CH2:33]6)[CH:31]=[C:2]([F:1])[CH:3]=5)=[CH:9][CH:10]=4)[CH:24]=[CH:23][N:22]=3)[CH2:44][CH2:43]2)[O:41][CH2:40][CH2:39]1, predict the reactants needed to synthesize it. The reactants are: [F:1][C:2]1[CH:3]=[C:4]([CH:29]=[C:30]([N:32]2[CH2:37][CH2:36][O:35][CH2:34][CH2:33]2)[CH:31]=1)[C:5]([NH:7][C:8]1[C:17]2[C:12](=[CH:13][CH:14]=[CH:15][CH:16]=2)[C:11]([O:18][C:19]2[CH:24]=[CH:23][N:22]=[C:21](S(C)(=O)=O)[N:20]=2)=[CH:10][CH:9]=1)=[O:6].[O:38]1[C:42]2([CH2:47][CH2:46][NH:45][CH2:44][CH2:43]2)[O:41][CH2:40][CH2:39]1. (2) The reactants are: [Cl:1][C:2]1[N:3]=[CH:4][C:5]2[S:10][CH:9]=[C:8]([C:11](Cl)=[O:12])[C:6]=2[N:7]=1.[N:14]1[N:15]([C:19]2[N:24]=[C:23]([NH2:25])[CH:22]=[CH:21][CH:20]=2)[N:16]=[CH:17][CH:18]=1.N1C=CC=CC=1. Given the product [N:14]1[N:15]([C:19]2[N:24]=[C:23]([NH:25][C:11]([C:8]3[C:6]4[N:7]=[C:2]([Cl:1])[N:3]=[CH:4][C:5]=4[S:10][CH:9]=3)=[O:12])[CH:22]=[CH:21][CH:20]=2)[N:16]=[CH:17][CH:18]=1, predict the reactants needed to synthesize it. (3) Given the product [CH:22]([O-:23])=[O:21].[CH3:12][N:5]([C:6]1[CH:11]=[CH:10][CH:9]=[CH:8][CH:7]=1)[C:3]([CH2:2][N+:13]12[CH2:20][CH2:19][CH:16]([CH2:17][CH2:18]1)[C@@H:15]([O:21][C:22]([C:24]1([C:31]3[CH:32]=[CH:33][CH:34]=[CH:35][CH:36]=3)[CH2:30][CH2:29][CH2:28][CH2:27][CH2:26][CH2:25]1)=[O:23])[CH2:14]2)=[O:4], predict the reactants needed to synthesize it. The reactants are: Br[CH2:2][C:3]([N:5]([CH3:12])[C:6]1[CH:11]=[CH:10][CH:9]=[CH:8][CH:7]=1)=[O:4].[N:13]12[CH2:20][CH2:19][CH:16]([CH2:17][CH2:18]1)[C@@H:15]([O:21][C:22]([C:24]1([C:31]3[CH:36]=[CH:35][CH:34]=[CH:33][CH:32]=3)[CH2:30][CH2:29][CH2:28][CH2:27][CH2:26][CH2:25]1)=[O:23])[CH2:14]2. (4) Given the product [C:1]([O:4][C@@H:5]1[C@H:9]([CH2:10][CH2:11][CH2:12][CH2:13][CH2:14][CH2:15][C:16]([O:18][CH3:19])=[O:17])[C@@H:8]([CH2:20][CH2:21][CH:22]([OH:30])[C:23]([F:28])([F:29])[CH2:24][CH2:25][CH2:26][CH3:27])[C@H:7]([O:31][CH:32]2[CH2:37][CH2:36][CH2:35][CH2:34][O:33]2)[CH2:6]1)(=[O:3])[CH3:2], predict the reactants needed to synthesize it. The reactants are: [C:1]([O:4][C@@H:5]1[C@H:9]([CH2:10][CH2:11][CH2:12][CH2:13][CH2:14][CH2:15][C:16]([O:18][CH3:19])=[O:17])[C@@H:8]([CH2:20][CH2:21][C:22](=[O:30])[C:23]([F:29])([F:28])[CH2:24][CH2:25][CH2:26][CH3:27])[C@H:7]([O:31][CH:32]2[CH2:37][CH2:36][CH2:35][CH2:34][O:33]2)[CH2:6]1)(=[O:3])[CH3:2].[BH4-].[Na+].C(O)(=O)C. (5) Given the product [Cl:17][C:14]1[CH:15]=[CH:16][C:11]([CH2:10][NH:9][C:5]2[CH:4]=[CH:3][C:2]([CH2:58][C:50]3[C:51]4[C:52](=[N:53][CH:54]=[C:55]([Cl:57])[CH:56]=4)[NH:48][CH:49]=3)=[C:7]([F:8])[N:6]=2)=[CH:12][CH:13]=1, predict the reactants needed to synthesize it. The reactants are: Br[C:2]1[CH:3]=[CH:4][C:5]([NH:9][CH2:10][C:11]2[CH:16]=[CH:15][C:14]([Cl:17])=[CH:13][CH:12]=2)=[N:6][C:7]=1[F:8].C([Li])CCC.Cl[Si](C)(C)CC[Si](Cl)(C)C.C([Li])(C)(C)C.C([Cu])#N.C(OC([N:48]1[C:52]2=[N:53][CH:54]=[C:55]([Cl:57])[CH:56]=[C:51]2[C:50]([CH2:58]Cl)=[CH:49]1)=O)(C)(C)C.Cl.N. (6) Given the product [NH2:8][C@H:9]([C@@H:13]([OH:16])[CH2:14][CH3:15])[C:10]([OH:12])=[O:11], predict the reactants needed to synthesize it. The reactants are: C(OC([NH:8][C@H:9]([C@@H:13]([OH:16])[CH2:14][CH3:15])[C:10]([O-:12])=[O:11])=O)(C)(C)C. (7) Given the product [C:20]([O:24][C:25]([N:27]1[CH2:32][CH2:31][CH:30]([CH2:33][CH2:34][O:17][C:14]2[CH:13]=[CH:12][C:11]([O:10][C:9]([F:18])([F:19])[F:8])=[CH:16][CH:15]=2)[CH2:29][CH2:28]1)=[O:26])([CH3:23])([CH3:22])[CH3:21], predict the reactants needed to synthesize it. The reactants are: [H-].[Na+].CN(C)C=O.[F:8][C:9]([F:19])([F:18])[O:10][C:11]1[CH:16]=[CH:15][C:14]([OH:17])=[CH:13][CH:12]=1.[C:20]([O:24][C:25]([N:27]1[CH2:32][CH2:31][CH:30]([CH2:33][CH2:34]OS(C2C=CC(C)=CC=2)(=O)=O)[CH2:29][CH2:28]1)=[O:26])([CH3:23])([CH3:22])[CH3:21].